Dataset: Reaction yield outcomes from USPTO patents with 853,638 reactions. Task: Predict the reaction yield, written as a fraction of the theoretical maximum amount of product (1.0 means a 100% yield; for example, 0.34 means a 34% yield). The reactants are [C:1](=[O:23])([O:20][CH2:21][CH3:22])[O:2][C:3]1[CH:8]=[CH:7][C:6]([CH3:9])=[CH:5][C:4]=1[CH:10]1[CH:17]2[CH2:18][CH:13]3[CH2:14][CH:15]([CH2:19][CH:11]1[CH2:12]3)[CH2:16]2.[N+:24]([O-])([O-:26])=[O:25].[K+]. The catalyst is OS(O)(=O)=O. The product is [C:1](=[O:23])([O:20][CH2:21][CH3:22])[O:2][C:3]1[CH:8]=[C:7]([N+:24]([O-:26])=[O:25])[C:6]([CH3:9])=[CH:5][C:4]=1[CH:10]1[CH:11]2[CH2:19][CH:15]3[CH2:14][CH:13]([CH2:18][CH:17]1[CH2:16]3)[CH2:12]2. The yield is 0.250.